Dataset: Peptide-MHC class II binding affinity with 134,281 pairs from IEDB. Task: Regression. Given a peptide amino acid sequence and an MHC pseudo amino acid sequence, predict their binding affinity value. This is MHC class II binding data. (1) The peptide sequence is RADITTVSTFIDLNI. The MHC is DRB1_0301 with pseudo-sequence DRB1_0301. The binding affinity (normalized) is 0.851. (2) The peptide sequence is LCAVQLLLMRTSWAL. The MHC is DRB1_1501 with pseudo-sequence DRB1_1501. The binding affinity (normalized) is 0.617. (3) The peptide sequence is RPLWIIFSGNMNIKL. The MHC is DRB1_1101 with pseudo-sequence DRB1_1101. The binding affinity (normalized) is 0.269. (4) The peptide sequence is VALRTAVASVLSATV. The MHC is HLA-DQA10501-DQB10301 with pseudo-sequence HLA-DQA10501-DQB10301. The binding affinity (normalized) is 0.857. (5) The peptide sequence is PTMLKKGMTTVLDFH. The MHC is DRB1_1101 with pseudo-sequence DRB1_1101. The binding affinity (normalized) is 0.550. (6) The peptide sequence is TVWEQILNTWLVKPG. The MHC is DRB1_0802 with pseudo-sequence DRB1_0802. The binding affinity (normalized) is 0.401.